Dataset: Forward reaction prediction with 1.9M reactions from USPTO patents (1976-2016). Task: Predict the product of the given reaction. Given the reactants [CH3:1][S:2]([NH:5][NH2:6])(=[O:4])=[O:3].CCN(C(C)C)C(C)C.C[O:17][C:18](=O)[C:19]1[CH:24]=[C:23]([C:25]2[CH:26]=[N:27][N:28]([CH3:30])[CH:29]=2)[C:22]([C:31]([F:34])([F:33])[F:32])=[CH:21][C:20]=1[NH:35][C:36](OC1C=CC(Cl)=CC=1)=[O:37], predict the reaction product. The product is: [CH3:30][N:28]1[CH:29]=[C:25]([C:23]2[CH:24]=[C:19]3[C:20](=[CH:21][C:22]=2[C:31]([F:32])([F:33])[F:34])[NH:35][C:36](=[O:37])[N:6]([NH:5][S:2]([CH3:1])(=[O:4])=[O:3])[C:18]3=[O:17])[CH:26]=[N:27]1.